Dataset: Peptide-MHC class I binding affinity with 185,985 pairs from IEDB/IMGT. Task: Regression. Given a peptide amino acid sequence and an MHC pseudo amino acid sequence, predict their binding affinity value. This is MHC class I binding data. (1) The binding affinity (normalized) is 0. The peptide sequence is KLWASQIY. The MHC is HLA-B53:01 with pseudo-sequence HLA-B53:01. (2) The peptide sequence is VQTLISLNSM. The MHC is HLA-A68:02 with pseudo-sequence HLA-A68:02. The binding affinity (normalized) is 0. (3) The peptide sequence is RTRGGVAAA. The MHC is HLA-A02:11 with pseudo-sequence HLA-A02:11. The binding affinity (normalized) is 0.0847. (4) The peptide sequence is GMAEDLQSL. The MHC is HLA-A02:11 with pseudo-sequence HLA-A02:11. The binding affinity (normalized) is 1.00. (5) The peptide sequence is GQGGSPTAM. The MHC is HLA-A02:06 with pseudo-sequence HLA-A02:06. The binding affinity (normalized) is 0.103. (6) The MHC is Mamu-B01 with pseudo-sequence Mamu-B01. The binding affinity (normalized) is 0. The peptide sequence is NELDRFGL. (7) The peptide sequence is GSFRKICGF. The MHC is HLA-A02:19 with pseudo-sequence HLA-A02:19. The binding affinity (normalized) is 0.0847. (8) The peptide sequence is LMRRGDLPV. The MHC is HLA-B08:01 with pseudo-sequence HLA-B08:01. The binding affinity (normalized) is 0.733. (9) The peptide sequence is ILIGVVITWI. The MHC is HLA-A02:17 with pseudo-sequence HLA-A02:17. The binding affinity (normalized) is 0.0954.